This data is from Forward reaction prediction with 1.9M reactions from USPTO patents (1976-2016). The task is: Predict the product of the given reaction. (1) Given the reactants [C:1]([C@H:5]1[O:9][C:8](=[O:10])[CH2:7][CH2:6]1)(=[O:4])[CH2:2][CH3:3].CCC(C)[BH-](C(C)CC)C(C)CC.[Li+], predict the reaction product. The product is: [OH:4][CH:1]([C@H:5]1[O:9][C:8](=[O:10])[CH2:7][CH2:6]1)[CH2:2][CH3:3]. (2) Given the reactants [CH2:1]([O:8][C:9]1[CH:14]=[CH:13][N:12]=[CH:11][C:10]=1[NH2:15])[C:2]1[CH:7]=[CH:6][CH:5]=[CH:4][CH:3]=1.CCN(CC)CC.[CH3:23][S:24](Cl)(=[O:26])=[O:25].O[Li].O, predict the reaction product. The product is: [CH2:1]([O:8][C:9]1[CH:14]=[CH:13][N:12]=[CH:11][C:10]=1[NH:15][S:24]([CH3:23])(=[O:26])=[O:25])[C:2]1[CH:3]=[CH:4][CH:5]=[CH:6][CH:7]=1. (3) Given the reactants [O:1]=[CH:2][CH2:3][C:4]1[CH:13]=[C:12]2[C:7]([C:8]([C:16]3[CH:21]=[CH:20][CH:19]=[CH:18][CH:17]=3)=[CH:9][C:10]([C:14]#[N:15])=[N:11]2)=[CH:6][CH:5]=1.[BH4-].[Na+], predict the reaction product. The product is: [OH:1][CH2:2][CH2:3][C:4]1[CH:13]=[C:12]2[C:7]([C:8]([C:16]3[CH:21]=[CH:20][CH:19]=[CH:18][CH:17]=3)=[CH:9][C:10]([C:14]#[N:15])=[N:11]2)=[CH:6][CH:5]=1. (4) Given the reactants [Cl:1][C:2]1[CH:3]=[C:4]2[C:12](=[C:13]([NH2:16])[C:14]=1[F:15])[NH:11][C:10]1[CH:9]=[N:8][CH:7]=[CH:6][C:5]2=1.[CH3:17][C:18]1[N:26]=[CH:25][CH:24]=[CH:23][C:19]=1[C:20](O)=[O:21].CCN=C=NCCCN(C)C.C1C(NN)=NN=C(N(CCO)CCO)C=1.Cl.Cl, predict the reaction product. The product is: [Cl:1][C:2]1[CH:3]=[C:4]2[C:12](=[C:13]([NH:16][C:20](=[O:21])[C:19]3[CH:23]=[CH:24][CH:25]=[N:26][C:18]=3[CH3:17])[C:14]=1[F:15])[NH:11][C:10]1[CH:9]=[N:8][CH:7]=[CH:6][C:5]2=1.